Task: Predict the product of the given reaction.. Dataset: Forward reaction prediction with 1.9M reactions from USPTO patents (1976-2016) (1) Given the reactants [OH:1][C:2]1[CH:11]=[C:10]([C:12]#[C:13][C:14]2[CH:19]=[CH:18][CH:17]=[CH:16][CH:15]=2)[CH:9]=[CH:8][C:3]=1[C:4]([O:6]C)=[O:5].[OH-].[Na+].CC(=O)OCC, predict the reaction product. The product is: [OH:1][C:2]1[CH:11]=[C:10]([C:12]#[C:13][C:14]2[CH:19]=[CH:18][CH:17]=[CH:16][CH:15]=2)[CH:9]=[CH:8][C:3]=1[C:4]([OH:6])=[O:5]. (2) Given the reactants [F:1][C:2]1[CH:3]=[C:4]2[C:8](=[CH:9][CH:10]=1)[NH:7][CH:6]=[CH:5]2.C([Li])CCC.[C:24](O[C:24]([O:26][C:27]([CH3:30])([CH3:29])[CH3:28])=[O:25])([O:26][C:27]([CH3:30])([CH3:29])[CH3:28])=[O:25].CC1(C)CCCC(C)(C)N1.C(O[B:45]1[O:49][C:48]([CH3:51])([CH3:50])[C:47]([CH3:53])([CH3:52])[O:46]1)(C)C.[Li]N1C(C)(C)CCCC1(C)C.C(O)(=O)CC(CC(O)=O)(C(O)=O)O, predict the reaction product. The product is: [F:1][C:2]1[CH:3]=[C:4]2[C:8](=[CH:9][CH:10]=1)[N:7]([C:24]([O:26][C:27]([CH3:28])([CH3:29])[CH3:30])=[O:25])[C:6]([B:45]1[O:49][C:48]([CH3:51])([CH3:50])[C:47]([CH3:53])([CH3:52])[O:46]1)=[CH:5]2. (3) The product is: [CH3:8][C:9]1[CH:14]=[CH:13][C:12]([N+:15]([O-:17])=[O:16])=[CH:11][C:10]=1[NH:18][S:4]([CH2:1][CH2:2][CH3:3])(=[O:6])=[O:5]. Given the reactants [CH2:1]([S:4](Cl)(=[O:6])=[O:5])[CH2:2][CH3:3].[CH3:8][C:9]1[CH:14]=[CH:13][C:12]([N+:15]([O-:17])=[O:16])=[CH:11][C:10]=1[NH2:18].C(N(CC)CC)C, predict the reaction product. (4) Given the reactants [CH3:1][C:2]([CH3:7])([CH3:6])[C:3]([NH2:5])=[O:4].C(Cl)(=O)[C:9](Cl)=[O:10].[NH2:14][C:15]1[N:20]=[CH:19][C:18]([O:21][C:22]2[CH:27]=[CH:26][N:25]=[C:24]([C:28]([NH:30][CH:31]([CH3:33])[CH3:32])=[O:29])[CH:23]=2)=[CH:17][CH:16]=1.CCN(C(C)C)C(C)C, predict the reaction product. The product is: [CH:31]([NH:30][C:28](=[O:29])[C:24]1[CH:23]=[C:22]([O:21][C:18]2[CH:19]=[N:20][C:15]([NH:14][C:9]([NH:5][C:3](=[O:4])[C:2]([CH3:7])([CH3:6])[CH3:1])=[O:10])=[CH:16][CH:17]=2)[CH:27]=[CH:26][N:25]=1)([CH3:33])[CH3:32]. (5) Given the reactants [Cl:1][C:2]1[C:11]2[C:6](=[CH:7][CH:8]=[C:9]([C:12]([C:14]3[N:18]([CH3:19])[C:17]([CH3:20])=[N:16][CH:15]=3)=[O:13])[CH:10]=2)[N:5]=[C:4]([O:21][CH3:22])[C:3]=1[CH2:23][C:24]1[CH:29]=[CH:28][C:27]([C:30]([F:33])([F:32])[F:31])=[CH:26][CH:25]=1.[Li][CH3:35], predict the reaction product. The product is: [Cl:1][C:2]1[C:11]2[C:6](=[CH:7][CH:8]=[C:9]([C:12]([C:14]3[N:18]([CH3:19])[C:17]([CH3:20])=[N:16][CH:15]=3)([OH:13])[CH3:35])[CH:10]=2)[N:5]=[C:4]([O:21][CH3:22])[C:3]=1[CH2:23][C:24]1[CH:25]=[CH:26][C:27]([C:30]([F:31])([F:33])[F:32])=[CH:28][CH:29]=1. (6) Given the reactants [C:1]1(=[O:7])[O:6][C:4](=[O:5])[CH2:3][CH2:2]1.[CH3:8][O:9][CH2:10][O:11][C:12]1[CH:17]=[CH:16][C:15]([Mg]Br)=[CH:14][CH:13]=1.Cl, predict the reaction product. The product is: [CH3:8][O:9][CH2:10][O:11][C:12]1[CH:17]=[CH:16][C:15]([C:4](=[O:5])[CH2:3][CH2:2][C:1]([OH:6])=[O:7])=[CH:14][CH:13]=1. (7) Given the reactants [F:1][C:2]1[CH:8]=[C:7]([I:9])[CH:6]=[CH:5][C:3]=1[NH2:4].Cl.[N:11]([O-])=O.[Na+].[CH2:15]([O:22][CH2:23][C:24](=[O:29])[CH2:25][C:26](=[O:28])[CH3:27])[C:16]1[CH:21]=[CH:20][CH:19]=[CH:18][CH:17]=1.C([O-])(=O)C.[Na+], predict the reaction product. The product is: [CH2:15]([O:22][CH2:23][C:24](=[O:29])[C:25](=[N:11][NH:4][C:3]1[CH:5]=[CH:6][C:7]([I:9])=[CH:8][C:2]=1[F:1])[C:26](=[O:28])[CH3:27])[C:16]1[CH:21]=[CH:20][CH:19]=[CH:18][CH:17]=1. (8) Given the reactants O[C:2]1[CH:11]=[CH:10][CH:9]=[C:8]([O:12][C@@H:13]2[CH2:17][CH2:16][O:15][CH2:14]2)[C:3]=1[C:4]([NH:6][OH:7])=[O:5].C(C1NC=CN=1)(C1NC=CN=1)=O.Cl, predict the reaction product. The product is: [O:15]1[CH2:16][CH2:17][C@@H:13]([O:12][C:8]2[C:3]3[C:4]([OH:5])=[N:6][O:7][C:2]=3[CH:11]=[CH:10][CH:9]=2)[CH2:14]1.